From a dataset of Human liver microsome stability data. Regression/Classification. Given a drug SMILES string, predict its absorption, distribution, metabolism, or excretion properties. Task type varies by dataset: regression for continuous measurements (e.g., permeability, clearance, half-life) or binary classification for categorical outcomes (e.g., BBB penetration, CYP inhibition). Dataset: hlm. (1) The molecule is N=c1c(C(=O)NCc2ccccc2)cc2c(=O)n3ccccc3nc2n1Cc1ccccc1. The result is 0 (unstable in human liver microsomes). (2) The compound is CCCCN(CCCC)CCCOc1ccc2c(O)c3cc(Cl)c(Cl)cc3nc2c1. The result is 1 (stable in human liver microsomes). (3) The compound is N#Cc1ccc(-c2ccc(CNCCCNc3ccnc4cc(Cl)ccc34)s2)cc1. The result is 1 (stable in human liver microsomes). (4) The drug is CN(C)CCOc1cc(-c2cn[nH]c2)ccc1NC(=O)[C@@H]1Cc2cc(Cl)ccc2CN1. The result is 1 (stable in human liver microsomes). (5) The result is 1 (stable in human liver microsomes). The drug is Cc1ccc(S(=O)(=O)N2CCC(C(=O)Nc3ccccc3O)CC2)c(C)c1. (6) The compound is CC(C)CCn1nc(CC2CCCC2)c(O)c(C2=NS(=O)(=O)c3cc(NS(C)(=O)=O)ccc3N2)c1=O. The result is 1 (stable in human liver microsomes). (7) The compound is CCCC(=O)c1cc(C#N)c(N2CCC(C(=O)NS(=O)(=O)Cc3ccc(F)cc3F)CC2)nc1C. The result is 0 (unstable in human liver microsomes). (8) The molecule is COCCNC(=O)c1ccc2c(c1)CC(c1nc(SCCN(C)C)c3cc(-c4cn[nH]c4)ccc3n1)CO2. The result is 1 (stable in human liver microsomes).